This data is from Full USPTO retrosynthesis dataset with 1.9M reactions from patents (1976-2016). The task is: Predict the reactants needed to synthesize the given product. (1) The reactants are: Cl[CH2:2][CH2:3][CH2:4][CH2:5][O:6][C:7]1[CH:8]=[N:9][CH:10]=[CH:11][CH:12]=1.[CH3:13][NH2:14]. Given the product [CH3:13][NH:14][CH2:2][CH2:3][CH2:4][CH2:5][O:6][C:7]1[CH:8]=[N:9][CH:10]=[CH:11][CH:12]=1, predict the reactants needed to synthesize it. (2) Given the product [OH:17][C:14]1[CH:15]=[CH:16][C:11]([C:9]2[O:10][C:6]3[C:5]([CH2:20][CH2:21][CH3:22])=[CH:4][C:3]([OH:2])=[CH:19][C:7]=3[CH:8]=2)=[CH:12][CH:13]=1, predict the reactants needed to synthesize it. The reactants are: C[O:2][C:3]1[CH:4]=[C:5]([CH2:20][CH2:21][CH3:22])[C:6]2[O:10][C:9]([C:11]3[CH:16]=[CH:15][C:14]([O:17]C)=[CH:13][CH:12]=3)=[CH:8][C:7]=2[CH:19]=1.N1C(=O)CC[C@H]1C(O)=O.Cl. (3) Given the product [C:13]1([C:2]2[CH:11]=[C:10]3[C:5]([C:6](=[O:12])[NH:7][CH:8]=[N:9]3)=[CH:4][CH:3]=2)[CH:18]=[CH:17][CH:16]=[CH:15][CH:14]=1, predict the reactants needed to synthesize it. The reactants are: Br[C:2]1[CH:11]=[C:10]2[C:5]([C:6](=[O:12])[NH:7][CH:8]=[N:9]2)=[CH:4][CH:3]=1.[C:13]1(B(O)O)[CH:18]=[CH:17][CH:16]=[CH:15][CH:14]=1.ClCCl.C(=O)([O-])[O-].[Na+].[Na+]. (4) The reactants are: [OH-].[Li+].[CH3:3][O:4][C:5]1[CH:6]=[C:7]([CH:10]=[CH:11][C:12]=1[N:13]1[CH:17]=[C:16]([CH3:18])[N:15]=[CH:14]1)[CH:8]=O.C(OP([CH:27]1[CH2:35][CH2:34][C@@H:33]2[N:29]([C@H:30]([C:36]3[CH:41]=[C:40]([F:42])[CH:39]=[C:38]([F:43])[CH:37]=3)[CH2:31][CH2:32]2)[C:28]1=[O:44])(=O)OCC)C.C(O)C. Given the product [F:42][C:40]1[CH:41]=[C:36]([C@H:30]2[N:29]3[C@@H:33]([CH2:34][CH2:35]/[C:27](=[CH:8]\[C:7]4[CH:10]=[CH:11][C:12]([N:13]5[CH:17]=[C:16]([CH3:18])[N:15]=[CH:14]5)=[C:5]([O:4][CH3:3])[CH:6]=4)/[C:28]3=[O:44])[CH2:32][CH2:31]2)[CH:37]=[C:38]([F:43])[CH:39]=1, predict the reactants needed to synthesize it. (5) Given the product [CH:1]1([C:7]2[N:12]3[N:13]=[CH:14][C:15]([C:16]4[NH:44][N:43]=[N:42][N:17]=4)=[C:11]3[N:10]=[CH:9][C:8]=2[C:18]2[CH:23]=[CH:22][C:21]([C:24]3[CH:25]=[CH:26][C:27]([S:30]([CH3:33])(=[O:31])=[O:32])=[CH:28][CH:29]=3)=[CH:20][CH:19]=2)[CH2:2][CH2:3][CH2:4][CH2:5][CH2:6]1, predict the reactants needed to synthesize it. The reactants are: [CH:1]1([C:7]2[N:12]3[N:13]=[CH:14][C:15]([C:16]#[N:17])=[C:11]3[N:10]=[CH:9][C:8]=2[C:18]2[CH:23]=[CH:22][C:21]([C:24]3[CH:29]=[CH:28][C:27]([S:30]([CH3:33])(=[O:32])=[O:31])=[CH:26][CH:25]=3)=[CH:20][CH:19]=2)[CH2:6][CH2:5][CH2:4][CH2:3][CH2:2]1.Cl.C(N(CC)CC)C.[N-:42]=[N+:43]=[N-:44].[Na+]. (6) Given the product [N:31]([CH:13]1[N:14]([C:18]([O:20][C:21]([CH3:22])([CH3:23])[CH3:24])=[O:19])[CH2:15][CH2:16][CH2:17][C:10]21[CH2:9][N:8]([CH2:1][C:2]1[CH:7]=[CH:6][CH:5]=[CH:4][CH:3]=1)[CH2:12][CH2:11]2)=[N+:32]=[N-:33], predict the reactants needed to synthesize it. The reactants are: [CH2:1]([N:8]1[CH2:12][CH2:11][C:10]2([CH2:17][CH2:16][CH2:15][N:14]([C:18]([O:20][C:21]([CH3:24])([CH3:23])[CH3:22])=[O:19])[CH:13]2COS(C)(=O)=O)[CH2:9]1)[C:2]1[CH:7]=[CH:6][CH:5]=[CH:4][CH:3]=1.[N-:31]=[N+:32]=[N-:33].[Na+].O. (7) Given the product [Cl:12][C:4]1[CH:3]=[C:2]([NH:1][S:20]([CH3:19])(=[O:22])=[O:21])[CH:11]=[CH:10][C:5]=1[C:6]([O:8][CH3:9])=[O:7], predict the reactants needed to synthesize it. The reactants are: [NH2:1][C:2]1[CH:11]=[CH:10][C:5]([C:6]([O:8][CH3:9])=[O:7])=[C:4]([Cl:12])[CH:3]=1.N1C=CC=CC=1.[CH3:19][S:20](Cl)(=[O:22])=[O:21]. (8) Given the product [CH:1]1[C:10]2[C:5](=[CH:6][CH:7]=[CH:8][CH:9]=2)[CH:4]=[CH:3][C:2]=1[C:11]([C:13]1[CH:22]=[CH:21][C:20]2[C:15](=[CH:16][CH:17]=[CH:18][CH:19]=2)[CH:14]=1)=[C:31]1[CH:30]=[CH:29][CH:28]=[CH:32]1, predict the reactants needed to synthesize it. The reactants are: [CH:1]1[C:10]2[C:5](=[CH:6][CH:7]=[CH:8][CH:9]=2)[CH:4]=[CH:3][C:2]=1[C:11]([C:13]1[CH:22]=[CH:21][C:20]2[C:15](=[CH:16][CH:17]=[CH:18][CH:19]=2)[CH:14]=1)=O.O1CCCC1.[CH:28]1([Na])[CH:32]=[CH:31][CH:30]=[CH:29]1.O1CCCC1.Cl. (9) Given the product [Cl:1][C:2]1[C:6]([CH3:7])=[C:5]([C:8]2[CH:9]=[C:10]([C:13]([NH:17][C@@H:18]([CH2:31][C:32]3[CH:37]=[CH:36][CH:35]=[C:34]([F:38])[CH:33]=3)[CH2:19][N:20]3[C:28](=[O:29])[C:27]4[C:22](=[CH:23][CH:24]=[CH:25][CH:26]=4)[C:21]3=[O:30])=[O:15])[S:11][CH:12]=2)[N:4]([CH3:16])[N:3]=1, predict the reactants needed to synthesize it. The reactants are: [Cl:1][C:2]1[C:6]([CH3:7])=[C:5]([C:8]2[CH:9]=[C:10]([C:13]([OH:15])=O)[S:11][CH:12]=2)[N:4]([CH3:16])[N:3]=1.[NH2:17][C@@H:18]([CH2:31][C:32]1[CH:37]=[CH:36][CH:35]=[C:34]([F:38])[CH:33]=1)[CH2:19][N:20]1[C:28](=[O:29])[C:27]2[C:22](=[CH:23][CH:24]=[CH:25][CH:26]=2)[C:21]1=[O:30].CC(OC(N[C@H](C(O)=O)CC1C=CC=CC=1C(F)(F)F)=O)(C)C.C1CN([P+](Br)(N2CCCC2)N2CCCC2)CC1.F[P-](F)(F)(F)(F)F.CCN(C(C)C)C(C)C.